From a dataset of Experimentally validated miRNA-target interactions with 360,000+ pairs, plus equal number of negative samples. Binary Classification. Given a miRNA mature sequence and a target amino acid sequence, predict their likelihood of interaction. The miRNA is mmu-miR-132-3p with sequence UAACAGUCUACAGCCAUGGUCG. The protein sequence of the target gene is MANVHQENEEMEQPLQNGQEDRPVGGGEGHQPAANNNNNNHNHNHNHHRRGQARRLAPNFRWAIPNRQMNDGLGGDGDDMEMFMEEMREIRRKLRELQLRNCLRILMGELSNHHDHHDEFCLMP. Result: 0 (no interaction).